From a dataset of Forward reaction prediction with 1.9M reactions from USPTO patents (1976-2016). Predict the product of the given reaction. Given the reactants [C:1]([O:5][C:6]([NH:8][C:9]1[CH:17]=[CH:16][CH:15]=[C:14]2[C:10]=1[CH:11]=[N:12][N:13]2[CH:18]([C:23]1[CH:28]=[CH:27][C:26]([C:29]([F:32])([F:31])[F:30])=[CH:25][CH:24]=1)[C:19]([O:21][CH3:22])=[O:20])=[O:7])([CH3:4])([CH3:3])[CH3:2].C([O-])([O-])=O.[Cs+].[Cs+].Br[CH2:40][CH:41]([F:43])[F:42].CC(O)C.CO, predict the reaction product. The product is: [C:1]([O:5][C:6]([NH:8][C:9]1[CH:17]=[CH:16][CH:15]=[C:14]2[C:10]=1[CH:11]=[N:12][N:13]2[C:18]([C:23]1[CH:28]=[CH:27][C:26]([C:29]([F:32])([F:31])[F:30])=[CH:25][CH:24]=1)([CH2:40][CH:41]([F:43])[F:42])[C:19]([O:21][CH3:22])=[O:20])=[O:7])([CH3:4])([CH3:2])[CH3:3].